This data is from Experimentally validated miRNA-target interactions with 360,000+ pairs, plus equal number of negative samples. The task is: Binary Classification. Given a miRNA mature sequence and a target amino acid sequence, predict their likelihood of interaction. (1) The miRNA is hsa-miR-1243 with sequence AACUGGAUCAAUUAUAGGAGUG. The protein sequence of the target gene is MAQFVRNLVEKTPALVNAAVTYSKPRLATFWYYAKVELVPPTPAEIPRAIQSLKKIVNSAQTGSFKQLTVKEAVLNGLVATEVLMWFYVGEIIGKRGIIGYDV. Result: 0 (no interaction). (2) The miRNA is hsa-miR-23c with sequence AUCACAUUGCCAGUGAUUACCC. The protein sequence of the target gene is MKFTVVAAALLLLCAVRAEEEDKKEDVGTVVGIDLGTTYSCVGVFKNGRVEIIANDQGNRITPSYVAFTPEGERLIGDAAKNQLTSNPENTVFDAKRLIGRTWNDPSVQQDIKFLPFKVVEKKTKPYIQVDIGGGQTKTFAPEEISAMVLTKMKETAEAYLGKKVTHAVVTVPAYFNDAQRQATKDAGTIAGLNVMRIINEPTAAAIAYGLDKREGEKNILVFDLGGGTFDVSLLTIDNGVFEVVATNGDTHLGGEDFDQRVMEHFIKLYKKKTGKDVRKDNRAVQKLRREVEKAKRALS.... Result: 0 (no interaction). (3) The miRNA is hsa-miR-218-5p with sequence UUGUGCUUGAUCUAACCAUGU. The protein sequence of the target gene is MERLKSHKPATMTIMVEDIMKLLCSLSGERKMKAAVKHSGKGALVTGAMAFVGGLVGGPPGLAVGGAVGGLLGAWMTSGQFKPVPQILMELPPAEQQRLFNEAAAIIRHLEWTDAVQLTALVMGSEALQQQLLAMLVNYVTKELRAEIQYDD. Result: 1 (interaction). (4) The miRNA is mmu-miR-6997-3p with sequence UCAAACCUUACCCUCCUGUUUCC. The protein sequence of the target gene is MRKIDLCLSSEGSEVILATSSDEKHPPENIIDGNPETFWTTTGMFPQEFIICFHKHVRIERLVIQSYFVQTLKIEKSTSKEPVDFEQWIEKDLVHTEGQLQNEEIVAHDGSATYLRFIIVSAFDHFASVHSVSAEGTVVSNLSS. Result: 0 (no interaction). (5) The miRNA is mmu-miR-101b-3p with sequence GUACAGUACUGUGAUAGCU. The protein sequence of the target gene is MGKTNSKLAPEVLEDLVQNTEFSEQELKQWYKGFLKDCPSGILNLEEFQQLYIKFFPYGDASKFAQHAFRTFDKNGDGTIDFREFICALSVTSRGSFEQKLNWAFEMYDLDGDGRITRLEMLEIIEAIYKMVGTVIMMRMNQDGLTPQQRVDKIFKKMDQDKDDQITLEEFKEAAKSDPSIVLLLQCDMQK. Result: 0 (no interaction). (6) The miRNA is hsa-miR-367-5p with sequence ACUGUUGCUAAUAUGCAACUCU. The protein sequence of the target gene is MLQHPKVKGPSIALLGFSKGGDLCLSMASFLKGITATVLINACVANTVAPLHYKDMIIPKLVDDLGKVKITKSGFLTFMDTWSNPLEEHNHQSLVPLEKAQVPFLFIVGMDDQSWKSEFYAQIASERLQAHGKERPQIICYPETGHCIDPPYFPPSRASVHAVLGEAIFYGGEPKAHSKAQVDAWQQIQTFFHKHLNGKKSVKHSKI. Result: 0 (no interaction). (7) The miRNA is mmu-miR-1894-3p with sequence GCAAGGGAGAGGGUGAAGGGAG. The protein sequence of the target gene is MEPLSHRGLPRLSWIDTLYSNFSYGAEDYDAEGHEEQKGPPEGSETMPYIDESPTMSPQLSARSQGGGDSVSPTPPEGLAPGVEAGKGLEMRKLVLSGFLASEEIYINQLEALLLPMKPLKATATTSQPVLTIQQIETIFYKIQDIYEIHKEFYDNLCPKVQQWDSQVTMGHLFQKLASQLGVYKAFVDNYKVALETAEKCSQSNNQFQKISEELKVKGPKDSKDSHTSVTMEALLYKPIDRVTRSTLVLHDLLKHTPVDHPDYPLLQDALRISQNFLSSINEDIDPRRTAVTTPKGETR.... Result: 0 (no interaction). (8) The miRNA is hsa-miR-5581-3p with sequence UUCCAUGCCUCCUAGAAGUUCC. The protein sequence of the target gene is MAAAALLAAVDRNQLRRVPILLLQPREWAWKLRTMKYGTTPGGSITKVLIANRGEIACRVIRTAKKMGVQSVAVYSEADRNSMHVDMADEAYSIGPAPSQQSYLAMEKIIQVAKSSAAQAIHPGYGFLSENMEFAELCKQEGIIFIGPPSSAIRDMGIKSTSKSIMAAAGVPVVEGYHGKDQSDQCLREHAGKIGYPVMIKAVRGGGGKGMRIVRSEREFQEQLESARREAKKSFNDDAMLIEKFVDTPRHVEVQVFGDHHGNAVYLFERDCSVQRRHQKIIEEAPAPGINPEVRRKLGE.... Result: 0 (no interaction). (9) The miRNA is hsa-miR-604 with sequence AGGCUGCGGAAUUCAGGAC. The protein sequence of the target gene is MAPSSKSERNSGAGSGGGGPGGAGGKRAAGRRREHVLKQLERVKISGQLSPRLFRKLPPRVCVSLKNIVDEDFLYAGHIFLGFSKCGRYVLSYTSSSGDDDFSFYIYHLYWWEFNVHSKLKLVRQVRLFQDEEIYSDLYLTVCEWPSDASKVIVFGFNTRSANGMLMNMMMMSDENHRDIYVSTVAVPPPGRCAACQDASRAHPGDPNAQCLRHGFMLHTKYQVVYPFPTFQPAFQLKKDQVVLLNTSYSLVACAVSVHSAGDRSFCQILYDHSTCPLAPASPPEPQSPELPPALPSFCP.... Result: 0 (no interaction). (10) Result: 0 (no interaction). The miRNA is hsa-miR-3190-5p with sequence UCUGGCCAGCUACGUCCCCA. The protein sequence of the target gene is MFKVIQRSVGPASLSLLTFKVYAAPKKDSPPKNSVKVDELSLYSVPEGQSKYVEEARSQLEESISQLRHYCEPYTTWCQETYSQTKPKMQSLVQWGLDSYDYLQNAPPGFFPRLGVIGFAGLIGLLLARGSKIKKLVYPPGFMGLAASLYYPQQAIVFAQVSGERLYDWGLRGYIVIEDLWKENFQKPGNVKNSPGTK.